This data is from Catalyst prediction with 721,799 reactions and 888 catalyst types from USPTO. The task is: Predict which catalyst facilitates the given reaction. (1) Reactant: [CH3:1][O:2][C:3]1[C:8]2[C:9](=[O:14])[O:10][C:11](=O)[NH:12][C:7]=2[CH:6]=[CH:5][CH:4]=1.CN(C=O)C.[Br:20]N1C(=O)CCC1=O. The catalyst class is: 4. Product: [NH2:12][C:7]1[C:8]([C:9]([O:10][CH3:11])=[O:14])=[C:3]([O:2][CH3:1])[C:4]([Br:20])=[CH:5][CH:6]=1. (2) Reactant: [CH2:1]([C@H:4]1[CH2:9][CH2:8][C@H:7]([C:10]2[CH:11]=[C:12]3[C:17](=[CH:18][CH:19]=2)[CH:16]=[C:15]([OH:20])[CH:14]=[CH:13]3)[CH2:6][CH2:5]1)[CH2:2][CH3:3].[F:21][C:22]([F:35])([F:34])[S:23](O[S:23]([C:22]([F:35])([F:34])[F:21])(=[O:25])=[O:24])(=[O:25])=[O:24].N1C=CC=CC=1.O. Product: [F:21][C:22]([F:35])([F:34])[S:23]([O:20][C:15]1[CH:14]=[CH:13][C:12]2[C:17](=[CH:18][CH:19]=[C:10]([C@H:7]3[CH2:8][CH2:9][C@H:4]([CH2:1][CH2:2][CH3:3])[CH2:5][CH2:6]3)[CH:11]=2)[CH:16]=1)(=[O:25])=[O:24]. The catalyst class is: 4. (3) Reactant: [CH3:1][C:2]1[CH:3]=[C:4]([NH:8][C:9]2[S:10][CH:11]=[C:12]([C:14]3[CH:19]=[CH:18][N:17]=[CH:16][C:15]=3[C:20]#[C:21][CH2:22][OH:23])[N:13]=2)[CH:5]=[CH:6][CH:7]=1. Product: [CH3:1][C:2]1[CH:3]=[C:4]([NH:8][C:9]2[S:10][CH:11]=[C:12]([C:14]3[CH:19]=[CH:18][N:17]=[CH:16][C:15]=3[CH2:20][CH2:21][CH2:22][OH:23])[N:13]=2)[CH:5]=[CH:6][CH:7]=1. The catalyst class is: 50. (4) Reactant: CO[C:3]([C:5]1[CH:10]=[CH:9][C:8](B(O)O)=[CH:7][CH:6]=1)=O.[NH2:14][C:15]1[CH2:16][C:17]([C:27]([N:29]([CH2:33][CH2:34][CH3:35])[CH2:30][CH2:31][CH3:32])=[O:28])=[CH:18][C:19]2[CH:25]=[CH:24][C:23](Br)=[CH:22][C:20]=2[N:21]=1.[C:36](=[O:39])([O-])[O-:37].[K+].[K+].[C:42](#N)[CH3:43]. Product: [NH2:14][C:15]1[CH2:16][C:17]([C:27](=[O:28])[N:29]([CH2:33][CH2:34][CH3:35])[CH2:30][CH2:31][CH3:32])=[CH:18][C:19]2[CH:25]=[CH:24][C:23]([C:8]3[CH:7]=[CH:6][C:5]([CH2:3][C:36]([O:37][CH2:42][CH3:43])=[O:39])=[CH:10][CH:9]=3)=[CH:22][C:20]=2[N:21]=1. The catalyst class is: 518. (5) Reactant: [C:1]([C:3]1[CH:4]=[CH:5][C:6]([S:9][C:10]2[CH:11]=[C:12]([C:28]([NH:30][CH3:31])=[O:29])[C:13](=[O:27])[N:14]([C:17]3[CH:22]=[CH:21][CH:20]=[C:19]([C:23]([F:26])([F:25])[F:24])[CH:18]=3)[C:15]=2[CH3:16])=[N:7][CH:8]=1)#[N:2].[OH:32]O. Product: [C:1]([C:3]1[CH:4]=[CH:5][C:6]([S:9]([C:10]2[CH:11]=[C:12]([C:28]([NH:30][CH3:31])=[O:29])[C:13](=[O:27])[N:14]([C:17]3[CH:22]=[CH:21][CH:20]=[C:19]([C:23]([F:26])([F:25])[F:24])[CH:18]=3)[C:15]=2[CH3:16])=[O:32])=[N:7][CH:8]=1)#[N:2]. The catalyst class is: 15. (6) Reactant: CN1CCNCC1C[N:9]1[C:17](=[O:18])[C:16]2[C:11](=[CH:12][CH:13]=[CH:14][CH:15]=2)[C:10]1=[O:19].CC1SC2NC3C=CC=CC=3N=C(N)C=2C=1.C(N(C(C)C)CC)(C)C. Product: [C:10]1(=[O:19])[C:11]2[C:16](=[CH:15][CH:14]=[CH:13][CH:12]=2)[C:17](=[O:18])[NH:9]1. The catalyst class is: 58. (7) Reactant: C1(C)C=CC(S(OS(C2C=CC(C)=CC=2)(=O)=O)(=O)=O)=CC=1.[I:22][C:23]1[CH:24]=[N+:25]([O-])[CH:26]=[CH:27][C:28]=1[O:29][CH2:30][CH2:31][C:32]1[CH:36]=[CH:35][S:34][CH:33]=1.[C:38]([NH2:42])([CH3:41])([CH3:40])[CH3:39]. Product: [C:38]([NH:42][C:26]1[CH:27]=[C:28]([O:29][CH2:30][CH2:31][C:32]2[CH:36]=[CH:35][S:34][CH:33]=2)[C:23]([I:22])=[CH:24][N:25]=1)([CH3:41])([CH3:40])[CH3:39]. The catalyst class is: 22.